From a dataset of Full USPTO retrosynthesis dataset with 1.9M reactions from patents (1976-2016). Predict the reactants needed to synthesize the given product. (1) Given the product [OH:2][C:3]1[CH:4]=[CH:5][C:6]([C:9]2[N:10]=[C:11]([C:14]3[CH:15]=[C:16]([OH:20])[CH:17]=[CH:18][CH:19]=3)[S:12][CH:13]=2)=[CH:7][CH:8]=1, predict the reactants needed to synthesize it. The reactants are: C[O:2][C:3]1[CH:8]=[CH:7][C:6]([C:9]2[N:10]=[C:11]([C:14]3[CH:19]=[CH:18][CH:17]=[C:16]([O:20]C)[CH:15]=3)[S:12][CH:13]=2)=[CH:5][CH:4]=1. (2) Given the product [OH:41][C@H:39]([CH3:40])[CH2:38][NH:37][C:32](=[O:33])[C:31]1[CH:35]=[CH:36][C:28]([S:27][CH2:26][C:16]2[C:17]3[CH2:18][CH2:19][CH2:20][C:21](=[O:25])[C:22]=3[CH:23]=[CH:24][C:15]=2[O:14][C@@H:7]([C:8]2[CH:9]=[CH:10][CH:11]=[CH:12][CH:13]=2)[CH2:6][N:1]2[CH:5]=[CH:4][N:3]=[CH:2]2)=[CH:29][CH:30]=1, predict the reactants needed to synthesize it. The reactants are: [N:1]1([CH2:6][C@@H:7]([O:14][C:15]2[CH:24]=[CH:23][C:22]3[C:21](=[O:25])[CH2:20][CH2:19][CH2:18][C:17]=3[C:16]=2[CH2:26][S:27][C:28]2[CH:36]=[CH:35][C:31]([C:32](O)=[O:33])=[CH:30][CH:29]=2)[C:8]2[CH:13]=[CH:12][CH:11]=[CH:10][CH:9]=2)[CH:5]=[CH:4][N:3]=[CH:2]1.[NH2:37][CH2:38][C@H:39]([OH:41])[CH3:40]. (3) Given the product [CH3:10][O:9][C:7]1[CH:6]=[C:5]([N:11]2[CH2:12][C:13]3[C:14](=[N:15][C:16]([S:19][CH3:20])=[N:17][CH:18]=3)[N:21]=[C:23]2[NH2:22])[CH:4]=[C:3]([O:2][CH3:1])[CH:8]=1, predict the reactants needed to synthesize it. The reactants are: [CH3:1][O:2][C:3]1[CH:4]=[C:5]([NH:11][CH2:12][C:13]2[C:14]([NH2:21])=[N:15][C:16]([S:19][CH3:20])=[N:17][CH:18]=2)[CH:6]=[C:7]([O:9][CH3:10])[CH:8]=1.[N:22]#[C:23]Br. (4) The reactants are: Br[C:2]1[CH:7]=[C:6]([F:8])[CH:5]=[CH:4][C:3]=1[N:9]1[CH2:14][CH2:13][N:12]([C:15]([O:17][C:18]([CH3:21])([CH3:20])[CH3:19])=[O:16])[CH2:11][CH2:10]1.CN([CH:25]=[O:26])C. Given the product [F:8][C:6]1[CH:5]=[CH:4][C:3]([N:9]2[CH2:14][CH2:13][N:12]([C:15]([O:17][C:18]([CH3:21])([CH3:20])[CH3:19])=[O:16])[CH2:11][CH2:10]2)=[C:2]([CH:25]=[O:26])[CH:7]=1, predict the reactants needed to synthesize it. (5) Given the product [C:23]([C@:22]1([OH:32])[CH:21]=[CH:20][C@H:19]2[C@H:18]3[C@H:28]([CH2:27][CH2:1][C@:2]12[CH2:5][CH3:6])[C@@H:29]1[C:15](=[CH:14][C:13](=[O:12])[CH2:31][CH2:30]1)[CH2:16][CH2:17]3)#[CH:24], predict the reactants needed to synthesize it. The reactants are: [C:1]([Mg]Br)#[CH:2].[CH2:5]1COC[CH2:6]1.C([O:12][C:13]1[CH2:31][CH2:30][C@H:29]2[C:15](=[CH:16][CH2:17][C@@H:18]3[C@@H:28]2[CH2:27]C[C@@:23]2([CH2:24]C)[C@H:19]3[CH:20]=[CH:21][C:22]2=[O:32])[CH:14]=1)C.Cl. (6) Given the product [O:34]1[CH:35]=[CH:36][CH:37]=[C:33]1[CH2:32][NH:31][C:2]1[CH:3]=[C:4]([C:26]([O:28][CH2:29][CH3:30])=[O:27])[C:5]2[C:10]([CH3:11])=[N:9][N:8]([CH2:12][C:13]3[CH:14]=[CH:15][C:16]([O:19][C:20]4[CH:25]=[CH:24][CH:23]=[CH:22][CH:21]=4)=[CH:17][CH:18]=3)[C:6]=2[N:7]=1, predict the reactants needed to synthesize it. The reactants are: Cl[C:2]1[CH:3]=[C:4]([C:26]([O:28][CH2:29][CH3:30])=[O:27])[C:5]2[C:10]([CH3:11])=[N:9][N:8]([CH2:12][C:13]3[CH:18]=[CH:17][C:16]([O:19][C:20]4[CH:25]=[CH:24][CH:23]=[CH:22][CH:21]=4)=[CH:15][CH:14]=3)[C:6]=2[N:7]=1.[NH2:31][CH2:32][C:33]1[O:34][CH:35]=[CH:36][CH:37]=1.CC(O)C. (7) Given the product [C:2]([C:4]1([NH:7][C:8]([C@@H:10]2[CH2:14][C@@H:13]([S:15]([C:18]3[CH:23]=[CH:22][CH:21]=[CH:20][C:19]=3[Cl:24])(=[O:17])=[O:16])[CH2:12][N:11]2[CH2:31][C:28]2[CH:29]=[CH:30][N:25]=[CH:26][CH:27]=2)=[O:9])[CH2:6][CH2:5]1)#[N:3], predict the reactants needed to synthesize it. The reactants are: Cl.[C:2]([C:4]1([NH:7][C:8]([C@@H:10]2[CH2:14][C@@H:13]([S:15]([C:18]3[CH:23]=[CH:22][CH:21]=[CH:20][C:19]=3[Cl:24])(=[O:17])=[O:16])[CH2:12][NH:11]2)=[O:9])[CH2:6][CH2:5]1)#[N:3].[N:25]1[CH:30]=[CH:29][C:28]([CH:31]=O)=[CH:27][CH:26]=1.